From a dataset of NCI-60 drug combinations with 297,098 pairs across 59 cell lines. Regression. Given two drug SMILES strings and cell line genomic features, predict the synergy score measuring deviation from expected non-interaction effect. (1) Drug 1: COC1=CC(=CC(=C1O)OC)C2C3C(COC3=O)C(C4=CC5=C(C=C24)OCO5)OC6C(C(C7C(O6)COC(O7)C8=CC=CS8)O)O. Drug 2: C1=CC(=CC=C1CC(C(=O)O)N)N(CCCl)CCCl.Cl. Cell line: OVCAR3. Synergy scores: CSS=38.0, Synergy_ZIP=-2.82, Synergy_Bliss=5.67, Synergy_Loewe=0.394, Synergy_HSA=5.78. (2) Drug 1: CC1=C(C=C(C=C1)NC2=NC=CC(=N2)N(C)C3=CC4=NN(C(=C4C=C3)C)C)S(=O)(=O)N.Cl. Drug 2: COC1=C(C=C2C(=C1)N=CN=C2NC3=CC(=C(C=C3)F)Cl)OCCCN4CCOCC4. Cell line: SF-268. Synergy scores: CSS=22.5, Synergy_ZIP=-0.744, Synergy_Bliss=5.49, Synergy_Loewe=-2.34, Synergy_HSA=2.88. (3) Drug 1: CCC1=CC2CC(C3=C(CN(C2)C1)C4=CC=CC=C4N3)(C5=C(C=C6C(=C5)C78CCN9C7C(C=CC9)(C(C(C8N6C)(C(=O)OC)O)OC(=O)C)CC)OC)C(=O)OC.C(C(C(=O)O)O)(C(=O)O)O. Drug 2: C1CCC(CC1)NC(=O)N(CCCl)N=O. Cell line: RPMI-8226. Synergy scores: CSS=48.1, Synergy_ZIP=-3.34, Synergy_Bliss=-4.01, Synergy_Loewe=-14.8, Synergy_HSA=-3.30. (4) Synergy scores: CSS=4.50, Synergy_ZIP=-1.69, Synergy_Bliss=1.19, Synergy_Loewe=-3.27, Synergy_HSA=-1.20. Cell line: U251. Drug 2: C(=O)(N)NO. Drug 1: CN(C)C1=NC(=NC(=N1)N(C)C)N(C)C. (5) Drug 1: CC(C)(C#N)C1=CC(=CC(=C1)CN2C=NC=N2)C(C)(C)C#N. Drug 2: COC1=NC(=NC2=C1N=CN2C3C(C(C(O3)CO)O)O)N. Cell line: HS 578T. Synergy scores: CSS=-7.48, Synergy_ZIP=4.84, Synergy_Bliss=0.492, Synergy_Loewe=-9.04, Synergy_HSA=-8.89. (6) Drug 1: CC1=C2C(C(=O)C3(C(CC4C(C3C(C(C2(C)C)(CC1OC(=O)C(C(C5=CC=CC=C5)NC(=O)C6=CC=CC=C6)O)O)OC(=O)C7=CC=CC=C7)(CO4)OC(=O)C)O)C)OC(=O)C. Drug 2: CCN(CC)CCNC(=O)C1=C(NC(=C1C)C=C2C3=C(C=CC(=C3)F)NC2=O)C. Cell line: HOP-62. Synergy scores: CSS=24.7, Synergy_ZIP=4.82, Synergy_Bliss=4.73, Synergy_Loewe=-12.6, Synergy_HSA=1.58.